Dataset: NCI-60 drug combinations with 297,098 pairs across 59 cell lines. Task: Regression. Given two drug SMILES strings and cell line genomic features, predict the synergy score measuring deviation from expected non-interaction effect. (1) Drug 1: C1CNP(=O)(OC1)N(CCCl)CCCl. Drug 2: C1CN(P(=O)(OC1)NCCCl)CCCl. Cell line: UO-31. Synergy scores: CSS=-9.28, Synergy_ZIP=6.35, Synergy_Bliss=2.86, Synergy_Loewe=-3.92, Synergy_HSA=-5.98. (2) Drug 1: CCC1=CC2CC(C3=C(CN(C2)C1)C4=CC=CC=C4N3)(C5=C(C=C6C(=C5)C78CCN9C7C(C=CC9)(C(C(C8N6C)(C(=O)OC)O)OC(=O)C)CC)OC)C(=O)OC.C(C(C(=O)O)O)(C(=O)O)O. Drug 2: CC1OCC2C(O1)C(C(C(O2)OC3C4COC(=O)C4C(C5=CC6=C(C=C35)OCO6)C7=CC(=C(C(=C7)OC)O)OC)O)O. Cell line: NCI-H460. Synergy scores: CSS=70.1, Synergy_ZIP=2.11, Synergy_Bliss=0.558, Synergy_Loewe=3.10, Synergy_HSA=3.71. (3) Drug 1: CN(C)C1=NC(=NC(=N1)N(C)C)N(C)C. Drug 2: C1C(C(OC1N2C=NC3=C2NC=NCC3O)CO)O. Cell line: NCI-H226. Synergy scores: CSS=2.89, Synergy_ZIP=0.241, Synergy_Bliss=0.338, Synergy_Loewe=-9.19, Synergy_HSA=-2.11.